Task: Predict the product of the given reaction.. Dataset: Forward reaction prediction with 1.9M reactions from USPTO patents (1976-2016) (1) Given the reactants [NH2:1][C:2]1[CH:18]=[CH:17][CH:16]=[C:15]([S:19][C:20]2[CH:25]=[CH:24][C:23]([N+:26]([O-:28])=[O:27])=[CH:22][CH:21]=2)[C:3]=1[C:4]([NH:6][C:7]1[CH:12]=[CH:11][CH:10]=[CH:9][C:8]=1[O:13][CH3:14])=[O:5].[C:29]1([S:35](Cl)(=[O:37])=[O:36])[CH:34]=[CH:33][CH:32]=[CH:31][CH:30]=1, predict the reaction product. The product is: [CH3:14][O:13][C:8]1[CH:9]=[CH:10][CH:11]=[CH:12][C:7]=1[NH:6][C:4](=[O:5])[C:3]1[C:2]([NH:1][S:35]([C:29]2[CH:34]=[CH:33][CH:32]=[CH:31][CH:30]=2)(=[O:37])=[O:36])=[CH:18][CH:17]=[CH:16][C:15]=1[S:19][C:20]1[CH:21]=[CH:22][C:23]([N+:26]([O-:28])=[O:27])=[CH:24][CH:25]=1. (2) Given the reactants Br[C:2]1[CH:3]=[C:4]([CH:7]=[O:8])[O:5][CH:6]=1.[CH2:9](OB(C=C)OCCCC)[CH2:10]CC.ClC1C=CC(CC2C=C(C=O)SC=2)=CC=1, predict the reaction product. The product is: [CH:9]([C:2]1[CH:3]=[C:4]([CH:7]=[O:8])[O:5][CH:6]=1)=[CH2:10]. (3) Given the reactants OC1C=CC(CNC(=O)C2C=CC(NC3C4N(C=CN=4)C(C4C=NNC=4)=CN=3)=CC=2)=CC=1.[Br:33][C:34]1[N:39]2[CH:40]=[CH:41][N:42]=[C:38]2[C:37](Br)=[N:36][CH:35]=1.[CH3:44][N:45]1[N:49]=[N:48][C:47]([C:50]2[CH:55]=[CH:54][C:53]([NH2:56])=[CH:52][CH:51]=2)=[N:46]1.CC([O-])(C)C.[Na+].CC1(C)C2C(=C(P(C3C=CC=CC=3)C3C=CC=CC=3)C=CC=2)OC2C(P(C3C=CC=CC=3)C3C=CC=CC=3)=CC=CC1=2, predict the reaction product. The product is: [Br:33][C:34]1[N:39]2[CH:40]=[CH:41][N:42]=[C:38]2[C:37]([NH:56][C:53]2[CH:54]=[CH:55][C:50]([C:47]3[N:48]=[N:49][N:45]([CH3:44])[N:46]=3)=[CH:51][CH:52]=2)=[N:36][CH:35]=1. (4) Given the reactants [NH2:1][C:2]1[C:3]([N:23]2[CH2:28][CH2:27][N:26]([C:29]3[CH:34]=[C:33]([CH3:35])[CH:32]=[CH:31][C:30]=3[CH3:36])[CH2:25][CH2:24]2)=[CH:4][C:5]([Cl:22])=[C:6]([CH:21]=1)[C:7]([NH:9][CH2:10][C:11]1[CH:16]=[CH:15][CH:14]=[C:13]([CH2:17][N:18]([CH3:20])[CH3:19])[CH:12]=1)=[O:8].CN(C)C=O.CN(C(ON1N=NC2C=CC=NC1=2)=[N+](C)C)C.F[P-](F)(F)(F)(F)F.C(N(CC)C(C)C)(C)C.[CH:75]1([C:78]2[O:79][CH:80]=[C:81]([C:83](O)=[O:84])[N:82]=2)[CH2:77][CH2:76]1, predict the reaction product. The product is: [Cl:22][C:5]1[C:6]([C:7](=[O:8])[NH:9][CH2:10][C:11]2[CH:16]=[CH:15][CH:14]=[C:13]([CH2:17][N:18]([CH3:20])[CH3:19])[CH:12]=2)=[CH:21][C:2]([NH:1][C:83]([C:81]2[N:82]=[C:78]([CH:75]3[CH2:77][CH2:76]3)[O:79][CH:80]=2)=[O:84])=[C:3]([N:23]2[CH2:24][CH2:25][N:26]([C:29]3[CH:34]=[C:33]([CH3:35])[CH:32]=[CH:31][C:30]=3[CH3:36])[CH2:27][CH2:28]2)[CH:4]=1. (5) The product is: [Cl:2][C:3]1[N:8]=[C:7]([C:9]([NH:49][CH:48]2[CH2:41][CH2:42][N:37]([CH2:36][C:23]3[CH:22]=[CH:21][N:26]=[CH:25][CH:24]=3)[CH2:38][CH2:39]2)=[O:11])[CH:6]=[CH:5][CH:4]=1. Given the reactants Cl.[Cl:2][C:3]1[N:8]=[C:7]([C:9]([OH:11])=O)[CH:6]=[CH:5][CH:4]=1.CN(C(ON1N=N[C:22]2[CH:23]=[CH:24][CH:25]=[N:26][C:21]1=2)=[N+](C)C)C.F[P-](F)(F)(F)(F)F.[CH3:36][N:37]1[CH2:42][CH2:41]O[CH2:39][CH2:38]1.C(=O)(O)[O-].[Na+].[CH3:48][N:49](C=O)C, predict the reaction product.